This data is from Reaction yield outcomes from USPTO patents with 853,638 reactions. The task is: Predict the reaction yield, written as a fraction of the theoretical maximum amount of product (1.0 means a 100% yield; for example, 0.34 means a 34% yield). (1) The reactants are [CH3:1][Si:2]([CH3:44])([CH3:43])[CH2:3][CH2:4][O:5][C:6](=[O:42])[CH:7]([CH2:33][CH:34]=[CH:35][CH2:36][P:37]([OH:41])([O:39][CH3:40])=[O:38])[CH2:8][C:9]([CH3:32])=[CH:10][CH2:11][C:12]1[C:13]([O:25][CH2:26][CH2:27][Si:28]([CH3:31])([CH3:30])[CH3:29])=[C:14]2[C:18](=[C:19]([CH3:23])[C:20]=1[O:21][CH3:22])[CH2:17][O:16][C:15]2=[O:24].C1CN([P+](ON2N=NC3C=CC=CC2=3)(N2CCCC2)N2CCCC2)CC1.F[P-](F)(F)(F)(F)F.[C:78]([O:83][CH2:84][CH3:85])(=[O:82])[C@H:79]([CH3:81])O.CCN(C(C)C)C(C)C. The catalyst is CN(C=O)C. The product is [CH3:44][Si:2]([CH3:43])([CH3:1])[CH2:3][CH2:4][O:5][C:6](=[O:42])[CH:7]([CH2:33][CH:34]=[CH:35][CH2:36][P:37]([O:41][CH:79]([C:78]([O:83][CH2:84][CH3:85])=[O:82])[CH3:81])([O:39][CH3:40])=[O:38])[CH2:8][C:9]([CH3:32])=[CH:10][CH2:11][C:12]1[C:13]([O:25][CH2:26][CH2:27][Si:28]([CH3:31])([CH3:30])[CH3:29])=[C:14]2[C:18](=[C:19]([CH3:23])[C:20]=1[O:21][CH3:22])[CH2:17][O:16][C:15]2=[O:24]. The yield is 0.740. (2) The reactants are [C:1]([O:4][C@@H:5]1[C@H:9]([O:10][C:11](=[O:13])[CH3:12])[C@@H:8]([CH2:14][O:15][C:16](=[O:18])[CH3:17])[O:7][C@H:6]1[N:19]1[CH:27]=[N:26][C:25]2[C:20]1=[N:21][CH:22]=[N:23][C:24]=2Cl)(=[O:3])[CH3:2].[OH:29][C:30]1[CH:35]=[CH:34][N:33]=[CH:32][CH:31]=1.CCN(C(C)C)C(C)C. The catalyst is CC#N. The product is [C:1]([O:4][C@@H:5]1[C@H:9]([O:10][C:11](=[O:13])[CH3:12])[C@@H:8]([CH2:14][O:15][C:16](=[O:18])[CH3:17])[O:7][C@H:6]1[N:19]1[CH:27]=[N:26][C:25]2[C:20]1=[N:21][CH:22]=[N:23][C:24]=2[N:33]1[CH:34]=[CH:35][C:30](=[O:29])[CH:31]=[CH:32]1)(=[O:3])[CH3:2]. The yield is 1.17.